Dataset: Full USPTO retrosynthesis dataset with 1.9M reactions from patents (1976-2016). Task: Predict the reactants needed to synthesize the given product. (1) Given the product [CH3:32][C:31]1[C:26]([N:23]2[CH2:24][CH2:25][N:20]([C:18]([C:15]3[CH:16]=[CH:17][C:12]([N:5]4[C@H:4]([CH:1]([CH3:3])[CH3:2])[CH2:8][CH2:7][S:6]4(=[O:10])=[O:9])=[CH:13][C:14]=3[F:34])=[O:19])[CH2:21][CH2:22]2)=[N:27][CH:28]=[C:29]([CH3:33])[CH:30]=1, predict the reactants needed to synthesize it. The reactants are: [CH:1]([C@@H:4]1[CH2:8][CH2:7][S:6](=[O:10])(=[O:9])[NH:5]1)([CH3:3])[CH3:2].Br[C:12]1[CH:17]=[CH:16][C:15]([C:18]([N:20]2[CH2:25][CH2:24][N:23]([C:26]3[C:31]([CH3:32])=[CH:30][C:29]([CH3:33])=[CH:28][N:27]=3)[CH2:22][CH2:21]2)=[O:19])=[C:14]([F:34])[CH:13]=1. (2) Given the product [C:1]12([CH:11]([OH:24])[CH2:12][NH:13][C:14]3[C:15]4[CH2:23][CH2:22][N:21]([C:35]([C@H:26]5[O:25][C:30]6[CH:31]=[CH:32][CH:33]=[CH:34][C:29]=6[O:28][CH2:27]5)=[O:36])[CH2:20][C:16]=4[N:17]=[CH:18][N:19]=3)[CH2:2][CH:3]3[CH2:4][CH:5]([CH2:6][CH:7]([CH2:9]3)[CH2:8]1)[CH2:10]2, predict the reactants needed to synthesize it. The reactants are: [C:1]12([CH:11]([OH:24])[CH2:12][NH:13][C:14]3[C:15]4[CH2:23][CH2:22][NH:21][CH2:20][C:16]=4[N:17]=[CH:18][N:19]=3)[CH2:10][CH:5]3[CH2:6][CH:7]([CH2:9][CH:3]([CH2:4]3)[CH2:2]1)[CH2:8]2.[O:25]1[C:30]2[CH:31]=[CH:32][CH:33]=[CH:34][C:29]=2[O:28][CH2:27][C@H:26]1[C:35](O)=[O:36].Cl.CN(C)CCCN=C=NCC.O.ON1C2C=CC=CC=2N=N1.C(N(CC)C(C)C)(C)C.